This data is from Full USPTO retrosynthesis dataset with 1.9M reactions from patents (1976-2016). The task is: Predict the reactants needed to synthesize the given product. (1) The reactants are: [N-:1]=[N+:2]=[N-:3].[Na+].[O-]S(C(F)(F)F)(=O)=O.F[N+:14]1[CH:19]=[CH:18][CH:17]=[CH:16][CH:15]=1. Given the product [N:1]([C:15]1[CH:16]=[CH:17][CH:18]=[CH:19][N:14]=1)=[N+:2]=[N-:3], predict the reactants needed to synthesize it. (2) Given the product [CH3:5][C:4](=[CH:6][CH2:7][CH2:8]/[C:9](=[CH:11]/[CH2:12][OH:13])/[CH3:10])[CH3:3].[OH:13][CH2:12]/[CH:11]=[C:9](/[CH3:10])\[CH2:8][CH2:7][CH:6]=[C:4]([CH3:5])[CH3:3], predict the reactants needed to synthesize it. The reactants are: [H][H].[CH3:3][C:4](=[CH:6][CH2:7][CH2:8][C:9](=[CH:11][CH:12]=[O:13])[CH3:10])[CH3:5]. (3) Given the product [CH2:1]([O:4][C:5]1([CH3:34])[CH2:6][CH2:7][N:8]([C:11]2[N:16]3[N:17]=[C:18]([CH2:20][O:43][CH2:42][C:39]4[CH:40]=[CH:41][C:36]([Cl:35])=[CH:37][C:38]=4[O:44][C@H:45]([CH2:47][CH:48]=[CH2:49])[CH3:46])[CH:19]=[C:15]3[N:14]=[C:13]([CH3:22])[C:12]=2[C@H:23]([O:29][C:30]([CH3:32])([CH3:31])[CH3:33])[C:24]([OH:26])=[O:25])[CH2:9][CH2:10]1)[CH:2]=[CH2:3], predict the reactants needed to synthesize it. The reactants are: [CH2:1]([O:4][C:5]1([CH3:34])[CH2:10][CH2:9][N:8]([C:11]2[N:16]3[N:17]=[C:18]([CH2:20]I)[CH:19]=[C:15]3[N:14]=[C:13]([CH3:22])[C:12]=2[C@H:23]([O:29][C:30]([CH3:33])([CH3:32])[CH3:31])[C:24]([O:26]CC)=[O:25])[CH2:7][CH2:6]1)[CH:2]=[CH2:3].[Cl:35][C:36]1[CH:41]=[CH:40][C:39]([CH2:42][OH:43])=[C:38]([O:44][C@H:45]([CH2:47][CH:48]=[CH2:49])[CH3:46])[CH:37]=1.[H-].[Na+]. (4) Given the product [C:18]([O:21][C@H:22]1[CH2:39][CH2:38][C@@:37]2([CH3:40])[C@@H:24]([CH2:25][CH2:26][C@:27]3([CH3:51])[C@@H:36]2[CH2:35][CH2:34][C@H:33]2[C@@:28]3([CH3:50])[CH2:29][CH2:30][C@@:31]3([C:47]([NH:1][C@@H:2]4[CH2:5][C@H:4]([C:6]([OH:8])=[O:7])[C:3]4([CH3:10])[CH3:9])=[O:48])[CH2:43][CH2:42][C@@H:41]([C:44]([CH3:46])=[CH2:45])[C@@H:32]32)[C:23]1([CH3:53])[CH3:52])(=[O:20])[CH3:19], predict the reactants needed to synthesize it. The reactants are: [NH2:1][C@@H:2]1[CH2:5][C@H:4]([C:6]([OH:8])=[O:7])[C:3]1([CH3:10])[CH3:9].C(N(CC)CC)C.[C:18]([O:21][C@H:22]1[CH2:39][CH2:38][C@@:37]2([CH3:40])[C@@H:24]([CH2:25][CH2:26][C@:27]3([CH3:51])[C@@H:36]2[CH2:35][CH2:34][C@H:33]2[C@@:28]3([CH3:50])[CH2:29][CH2:30][C@@:31]3([C:47](Cl)=[O:48])[CH2:43][CH2:42][C@@H:41]([C:44]([CH3:46])=[CH2:45])[C@@H:32]32)[C:23]1([CH3:53])[CH3:52])(=[O:20])[CH3:19].